This data is from Forward reaction prediction with 1.9M reactions from USPTO patents (1976-2016). The task is: Predict the product of the given reaction. Given the reactants C([O:3][C:4](=[O:27])[CH2:5][CH:6]1[O:10][B:9]([OH:11])[C:8]2[CH:12]=[C:13]([O:17][C:18]3[CH:23]=[N:22][C:21]([C:24](=[NH:26])[NH2:25])=[CH:20][N:19]=3)[CH:14]=[C:15]([CH3:16])[C:7]1=2)C.O.[OH-].[Li+].Cl, predict the reaction product. The product is: [C:24]([C:21]1[N:22]=[CH:23][C:18]([O:17][C:13]2[CH:14]=[C:15]([CH3:16])[C:7]3[CH:6]([CH2:5][C:4]([OH:27])=[O:3])[O:10][B:9]([OH:11])[C:8]=3[CH:12]=2)=[N:19][CH:20]=1)(=[NH:25])[NH2:26].